This data is from Reaction yield outcomes from USPTO patents with 853,638 reactions. The task is: Predict the reaction yield, written as a fraction of the theoretical maximum amount of product (1.0 means a 100% yield; for example, 0.34 means a 34% yield). The reactants are [O:1]1[C:5]2[CH:6]=[CH:7][C:8]([N:10]3[C:18]4[C:17]5[CH:19]=[C:20]([NH:23][C:24]([C:26]6[C:27]([NH:32]CC7C=CC(OC)=CC=7)=[N:28][CH:29]=[CH:30][CH:31]=6)=[O:25])[CH:21]=[CH:22][C:16]=5[CH2:15][CH2:14][C:13]=4[C:12]([C:42]([NH2:44])=[O:43])=[N:11]3)=[CH:9][C:4]=2[O:3][CH2:2]1.C(O)(C(F)(F)F)=O.C([O-])([O-])=O.[Na+].[Na+]. The catalyst is C(Cl)Cl. The product is [NH2:32][C:27]1[C:26]([C:24]([NH:23][C:20]2[CH:21]=[CH:22][C:16]3[CH2:15][CH2:14][C:13]4[C:12]([C:42]([NH2:44])=[O:43])=[N:11][N:10]([C:8]5[CH:7]=[CH:6][C:5]6[O:1][CH2:2][O:3][C:4]=6[CH:9]=5)[C:18]=4[C:17]=3[CH:19]=2)=[O:25])=[CH:31][CH:30]=[CH:29][N:28]=1. The yield is 0.320.